Dataset: Catalyst prediction with 721,799 reactions and 888 catalyst types from USPTO. Task: Predict which catalyst facilitates the given reaction. (1) Reactant: [H-].[Na+].[OH:3][CH:4]1[CH2:9][CH2:8][N:7]([C:10]([O:12][C:13]([CH3:16])([CH3:15])[CH3:14])=[O:11])[CH2:6][CH2:5]1.Cl[C:18]1[CH:23]=[N:22][CH:21]=[CH:20][N:19]=1. Product: [N:19]1[CH:20]=[CH:21][N:22]=[CH:23][C:18]=1[O:3][CH:4]1[CH2:5][CH2:6][N:7]([C:10]([O:12][C:13]([CH3:16])([CH3:15])[CH3:14])=[O:11])[CH2:8][CH2:9]1. The catalyst class is: 16. (2) Reactant: [NH2:1][CH2:2][C:3]1[C:4](=[O:11])[NH:5][C:6]([CH3:10])=[CH:7][C:8]=1[CH3:9].[CH3:12][C:13]1[N:17]([C:18]2[CH:23]=[CH:22][CH:21]=[CH:20][CH:19]=2)[N:16]=[CH:15][C:14]=1[C:24](O)=[O:25].F[P-](F)(F)(F)(F)F.N1(OC(N(C)C)=[N+](C)C)C2N=CC=CC=2N=N1.C(N(CC)CC)C. Product: [CH3:9][C:8]1[CH:7]=[C:6]([CH3:10])[NH:5][C:4](=[O:11])[C:3]=1[CH2:2][NH:1][C:24]([C:14]1[CH:15]=[N:16][N:17]([C:18]2[CH:23]=[CH:22][CH:21]=[CH:20][CH:19]=2)[C:13]=1[CH3:12])=[O:25]. The catalyst class is: 4. (3) Reactant: C(O[C:4](=[O:13])[CH2:5][N:6]1[CH:10]=[CH:9][N:8]=[C:7]1[CH2:11][CH3:12])C.O.[NH2:15][NH2:16]. Product: [CH2:11]([C:7]1[N:6]([CH2:5][C:4]([NH:15][NH2:16])=[O:13])[CH:10]=[CH:9][N:8]=1)[CH3:12]. The catalyst class is: 51. (4) Reactant: [F:1][C:2]1[CH:3]=[C:4]([N:12]=[C:13]=[O:14])[CH:5]=[C:6]([C:8]([F:11])([F:10])[F:9])[CH:7]=1.[CH3:15][O:16][C:17]1[CH:18]=[C:19]([C@:25]23[CH2:33][N:32]([CH3:34])[CH2:31][C@H:30]2[CH2:29][C@H:28]([NH2:35])[CH2:27][CH2:26]3)[CH:20]=[CH:21][C:22]=1[O:23][CH3:24]. Product: [C:22]([OH:23])(=[O:14])[CH3:21].[CH3:15][O:16][C:17]1[CH:18]=[C:19]([C@:25]23[CH2:33][N:32]([CH3:34])[CH2:31][C@H:30]2[CH2:29][C@H:28]([NH:35][C:13]([NH:12][C:4]2[CH:5]=[C:6]([C:8]([F:10])([F:11])[F:9])[CH:7]=[C:2]([F:1])[CH:3]=2)=[O:14])[CH2:27][CH2:26]3)[CH:20]=[CH:21][C:22]=1[O:23][CH3:24]. The catalyst class is: 2. (5) Reactant: Cl[C:2]1[C:3]2[N:10]([CH2:11][CH3:12])[CH:9]=[CH:8][C:4]=2[N:5]=[CH:6][N:7]=1.[Cl:13][C:14]1[CH:15]=[C:16]([CH:18]=[CH:19][C:20]=1[O:21][C:22]1[CH:30]=[CH:29][CH:28]=[C:27]2[C:23]=1[CH:24]=[CH:25][NH:26]2)[NH2:17].C(=O)([O-])O.[Na+]. Product: [Cl:13][C:14]1[CH:15]=[C:16]([NH:17][C:2]2[C:3]3[N:10]([CH2:11][CH3:12])[CH:9]=[CH:8][C:4]=3[N:5]=[CH:6][N:7]=2)[CH:18]=[CH:19][C:20]=1[O:21][C:22]1[CH:30]=[CH:29][CH:28]=[C:27]2[C:23]=1[CH:24]=[CH:25][NH:26]2. The catalyst class is: 32. (6) Reactant: [C:1]([N:4]1[CH2:9][CH2:8][N:7]([C:10]2[N:11]=[C:12]([NH:23][C@@H:24]([C:26]3[CH:31]=[CH:30][C:29]([CH2:32]O)=[CH:28][CH:27]=3)[CH3:25])[C:13]3[CH2:18][N:17]([CH:19]([CH3:21])[CH3:20])[C:16](=[O:22])[C:14]=3[N:15]=2)[CH2:6][CH2:5]1)(=[O:3])[CH3:2].C1(P(C2C=CC=CC=2)C2C=CC=CC=2)C=CC=CC=1.Br[N:54]1[C:58](=O)CC[C:55]1=O.CNC. Product: [C:1]([N:4]1[CH2:9][CH2:8][N:7]([C:10]2[N:11]=[C:12]([NH:23][C@@H:24]([C:26]3[CH:31]=[CH:30][C:29]([CH2:32][N:54]([CH3:58])[CH3:55])=[CH:28][CH:27]=3)[CH3:25])[C:13]3[CH2:18][N:17]([CH:19]([CH3:20])[CH3:21])[C:16](=[O:22])[C:14]=3[N:15]=2)[CH2:6][CH2:5]1)(=[O:3])[CH3:2]. The catalyst class is: 1. (7) Reactant: [NH2:1][C:2]1[C:6]2[C:7](=[O:20])[N:8]([C:13]3[CH:18]=[CH:17][CH:16]=[CH:15][C:14]=3[Cl:19])[C:9]([CH2:11][OH:12])=[CH:10][C:5]=2[NH:4][N:3]=1.[C:21]1(=O)[O:26][C:24](=[O:25])[C:23]2=[CH:27][CH:28]=[CH:29][CH:30]=[C:22]12. Product: [Cl:19][C:14]1[CH:15]=[CH:16][CH:17]=[CH:18][C:13]=1[N:8]1[C:9]([CH2:11][OH:12])=[CH:10][C:5]2[NH:4][N:3]=[C:2]([N:1]3[C:24](=[O:25])[C:23]4[C:22](=[CH:30][CH:29]=[CH:28][CH:27]=4)[C:21]3=[O:26])[C:6]=2[C:7]1=[O:20]. The catalyst class is: 12. (8) Reactant: N1C=CN=C1.[CH3:6][C:7]([Si:10](Cl)([CH3:12])[CH3:11])([CH3:9])[CH3:8].[Si:14]([O:21][CH2:22][C:23]1[CH:49]=[CH:48][C:26]([C:27]([NH:29][NH:30][C:31](=[O:47])[C@H:32]([NH:36][C:37]2[CH:42]=[CH:41][C:40]([C:43]#[N:44])=[C:39]([Cl:45])[C:38]=2[CH3:46])[C@@H:33]([OH:35])[CH3:34])=[O:28])=[CH:25][CH:24]=1)([C:17]([CH3:20])([CH3:19])[CH3:18])([CH3:16])[CH3:15].O. Product: [Si:10]([O:35][C@@H:33]([CH3:34])[C@@H:32]([NH:36][C:37]1[CH:42]=[CH:41][C:40]([C:43]#[N:44])=[C:39]([Cl:45])[C:38]=1[CH3:46])[C:31]([NH:30][NH:29][C:27](=[O:28])[C:26]1[CH:48]=[CH:49][C:23]([CH2:22][O:21][Si:14]([C:17]([CH3:20])([CH3:19])[CH3:18])([CH3:15])[CH3:16])=[CH:24][CH:25]=1)=[O:47])([C:7]([CH3:9])([CH3:8])[CH3:6])([CH3:12])[CH3:11]. The catalyst class is: 3.